Task: Predict the reactants needed to synthesize the given product.. Dataset: Full USPTO retrosynthesis dataset with 1.9M reactions from patents (1976-2016) (1) The reactants are: Cl[C:2]1[C:3]([C:10]([OH:12])=[O:11])=[N:4][C:5]([S:8][CH3:9])=[N:6][CH:7]=1.C(=O)([O-])[O-].[K+].[K+].[CH3:19][C:20]1[CH:25]=[CH:24][C:23]([CH3:26])=[CH:22][C:21]=1[N:27]1[C:31]([NH2:32])=[CH:30][C:29]([C:33]2[CH:38]=[CH:37][C:36]([F:39])=[CH:35][CH:34]=2)=[N:28]1. Given the product [CH3:19][C:20]1[CH:25]=[CH:24][C:23]([CH3:26])=[CH:22][C:21]=1[N:27]1[C:31]([NH:32][C:2]2[C:3]([C:10]([OH:12])=[O:11])=[N:4][C:5]([S:8][CH3:9])=[N:6][CH:7]=2)=[CH:30][C:29]([C:33]2[CH:34]=[CH:35][C:36]([F:39])=[CH:37][CH:38]=2)=[N:28]1, predict the reactants needed to synthesize it. (2) Given the product [NH2:19][C:16]1[CH:17]=[CH:18][C:13]([Cl:12])=[CH:14][C:15]=1[NH:20][C:7](=[O:9])[C:6]1[CH:10]=[C:2]([Br:1])[CH:3]=[CH:4][C:5]=1[F:11], predict the reactants needed to synthesize it. The reactants are: [Br:1][C:2]1[CH:3]=[CH:4][C:5]([F:11])=[C:6]([CH:10]=1)[C:7]([OH:9])=O.[Cl:12][C:13]1[CH:14]=[C:15]([NH2:20])[C:16]([NH2:19])=[CH:17][CH:18]=1.CN(C(ON1N=NC2C=CC=NC1=2)=[N+](C)C)C.F[P-](F)(F)(F)(F)F.O.